From a dataset of Peptide-MHC class II binding affinity with 134,281 pairs from IEDB. Regression. Given a peptide amino acid sequence and an MHC pseudo amino acid sequence, predict their binding affinity value. This is MHC class II binding data. (1) The peptide sequence is HFFIGDFFVDHYYSE. The MHC is HLA-DQA10104-DQB10503 with pseudo-sequence HLA-DQA10104-DQB10503. The binding affinity (normalized) is 0.621. (2) The peptide sequence is AGAEPAGKATTEEQK. The MHC is DRB1_0405 with pseudo-sequence DRB1_0405. The binding affinity (normalized) is 0.0306.